This data is from Forward reaction prediction with 1.9M reactions from USPTO patents (1976-2016). The task is: Predict the product of the given reaction. (1) Given the reactants Cl.[NH2:2][CH:3]([C:10]([F:13])([F:12])[F:11])[CH2:4][C:5]([O:7][CH2:8][CH3:9])=[O:6].C(N(CC)CC)C.[C:21](O[C:21]([O:23][C:24]([CH3:27])([CH3:26])[CH3:25])=[O:22])([O:23][C:24]([CH3:27])([CH3:26])[CH3:25])=[O:22], predict the reaction product. The product is: [C:24]([O:23][C:21]([NH:2][CH:3]([C:10]([F:11])([F:12])[F:13])[CH2:4][C:5]([O:7][CH2:8][CH3:9])=[O:6])=[O:22])([CH3:27])([CH3:26])[CH3:25]. (2) Given the reactants [C:1]([CH2:4][CH2:5][CH2:6][N:7]([CH3:61])[C@H:8]([C:12]([NH:14][C@H:15]([C:19]([N:21]([C@@H:23]([C@@H:57]([CH3:60])[CH2:58][CH3:59])[C@H:24]([O:55][CH3:56])[CH2:25][C:26]([N:28]1[CH2:32][CH2:31][CH2:30][C@H:29]1[C@H:33]([O:53][CH3:54])[C@@H:34]([CH3:52])[C:35]([NH:37][C@@H:38]([CH2:42][C:43]1[C:51]2[C:46](=[CH:47][CH:48]=[CH:49][CH:50]=2)[NH:45][CH:44]=1)[C:39]([NH2:41])=[O:40])=[O:36])=[O:27])[CH3:22])=[O:20])[CH:16]([CH3:18])[CH3:17])=[O:13])[CH:9]([CH3:11])[CH3:10])(O)=[O:2].F[P-](F)(F)(F)(F)F.N1(OC(N(C)C)=[N+](C)C)C2N=CC=CC=2N=N1.C(N(CC)C(C)C)(C)C.C(OC(=O)[NH:101][CH2:102][CH2:103][CH2:104][CH2:105][CH2:106][C:107]([NH:109][NH2:110])=[O:108])(C)(C)C.[F:112][C:113]([F:118])([F:117])[C:114]([OH:116])=[O:115], predict the reaction product. The product is: [F:112][C:113]([F:118])([F:117])[C:114]([OH:116])=[O:115].[NH2:101][CH2:102][CH2:103][CH2:104][CH2:105][CH2:106][C:107]([NH:109][NH:110][C:1](=[O:2])[CH2:4][CH2:5][CH2:6][N:7]([CH3:61])[C@H:8]([C:12]([NH:14][C@H:15]([C:19]([N:21]([C@@H:23]([C@@H:57]([CH3:60])[CH2:58][CH3:59])[C@H:24]([O:55][CH3:56])[CH2:25][C:26]([N:28]1[CH2:32][CH2:31][CH2:30][C@H:29]1[C@H:33]([O:53][CH3:54])[C@@H:34]([CH3:52])[C:35]([NH:37][C@@H:38]([CH2:42][C:43]1[C:51]2[C:46](=[CH:47][CH:48]=[CH:49][CH:50]=2)[NH:45][CH:44]=1)[C:39]([NH2:41])=[O:40])=[O:36])=[O:27])[CH3:22])=[O:20])[CH:16]([CH3:18])[CH3:17])=[O:13])[CH:9]([CH3:11])[CH3:10])=[O:108]. (3) Given the reactants [Br:1][C:2]1[CH:7]=[CH:6][C:5]([OH:8])=[C:4]([N+:9]([O-])=O)[CH:3]=1, predict the reaction product. The product is: [NH2:9][C:4]1[CH:3]=[C:2]([Br:1])[CH:7]=[CH:6][C:5]=1[OH:8].